From a dataset of NCI-60 drug combinations with 297,098 pairs across 59 cell lines. Regression. Given two drug SMILES strings and cell line genomic features, predict the synergy score measuring deviation from expected non-interaction effect. (1) Drug 1: CN1CCC(CC1)COC2=C(C=C3C(=C2)N=CN=C3NC4=C(C=C(C=C4)Br)F)OC. Drug 2: C1=CC(=C2C(=C1NCCNCCO)C(=O)C3=C(C=CC(=C3C2=O)O)O)NCCNCCO. Cell line: UACC-257. Synergy scores: CSS=18.3, Synergy_ZIP=-0.507, Synergy_Bliss=6.15, Synergy_Loewe=-11.8, Synergy_HSA=5.68. (2) Drug 1: C(=O)(N)NO. Drug 2: CCCCCOC(=O)NC1=NC(=O)N(C=C1F)C2C(C(C(O2)C)O)O. Cell line: U251. Synergy scores: CSS=4.93, Synergy_ZIP=0.353, Synergy_Bliss=4.88, Synergy_Loewe=2.53, Synergy_HSA=2.27. (3) Drug 1: CC(C)(C#N)C1=CC(=CC(=C1)CN2C=NC=N2)C(C)(C)C#N. Drug 2: C1=NC2=C(N1)C(=S)N=CN2. Cell line: TK-10. Synergy scores: CSS=53.6, Synergy_ZIP=-1.67, Synergy_Bliss=0.939, Synergy_Loewe=-1.08, Synergy_HSA=2.12. (4) Drug 1: C1=C(C(=O)NC(=O)N1)F. Drug 2: C1=NC(=NC(=O)N1C2C(C(C(O2)CO)O)O)N. Cell line: UACC-257. Synergy scores: CSS=6.98, Synergy_ZIP=-3.30, Synergy_Bliss=-5.18, Synergy_Loewe=-9.15, Synergy_HSA=-9.11. (5) Drug 1: CCC1=CC2CC(C3=C(CN(C2)C1)C4=CC=CC=C4N3)(C5=C(C=C6C(=C5)C78CCN9C7C(C=CC9)(C(C(C8N6C)(C(=O)OC)O)OC(=O)C)CC)OC)C(=O)OC.C(C(C(=O)O)O)(C(=O)O)O. Drug 2: CC1C(C(CC(O1)OC2CC(CC3=C2C(=C4C(=C3O)C(=O)C5=CC=CC=C5C4=O)O)(C(=O)C)O)N)O. Cell line: MALME-3M. Synergy scores: CSS=57.0, Synergy_ZIP=-2.95, Synergy_Bliss=3.23, Synergy_Loewe=2.88, Synergy_HSA=4.89.